The task is: Predict the reaction yield, written as a fraction of the theoretical maximum amount of product (1.0 means a 100% yield; for example, 0.34 means a 34% yield).. This data is from Reaction yield outcomes from USPTO patents with 853,638 reactions. (1) The reactants are [C:1]([C:4]1[C:9]([C:10]2[CH:15]=[CH:14][CH:13]=[CH:12][CH:11]=2)=[N:8][N:7]([CH2:16][CH3:17])[C:6](=[O:18])[C:5]=1[N+:19]([O-])=O)(=[O:3])[CH3:2].N[C:23]1[CH:24]=[C:25]([O:33][CH3:34])[CH:26]=[C:27]2[C:32]=1[N:31]=[CH:30][CH:29]=[CH:28]2. The catalyst is C(O)C. The product is [C:1]([C:4]1[C:9]([C:10]2[CH:15]=[CH:14][CH:13]=[CH:12][CH:11]=2)=[N:8][N:7]([CH2:16][CH3:17])[C:6](=[O:18])[C:5]=1[NH:19][C:23]1[CH:24]=[C:25]([O:33][CH3:34])[CH:26]=[C:27]2[C:32]=1[N:31]=[CH:30][CH:29]=[CH:28]2)(=[O:3])[CH3:2]. The yield is 0.765. (2) The reactants are C([O:3][CH2:4][CH2:5][O:6][NH:7][C:8]([C:10]1[CH:11]=[CH:12][C:13]2[N:14]([CH:25]=[N:26][CH:27]=2)[C:15]=1[NH:16][C:17]1[CH:22]=[CH:21][C:20]([I:23])=[CH:19][C:18]=1[F:24])=[O:9])=C.Cl. The catalyst is CO. The product is [OH:3][CH2:4][CH2:5][O:6][NH:7][C:8]([C:10]1[CH:11]=[CH:12][C:13]2[N:14]([CH:25]=[N:26][CH:27]=2)[C:15]=1[NH:16][C:17]1[CH:22]=[CH:21][C:20]([I:23])=[CH:19][C:18]=1[F:24])=[O:9]. The yield is 0.900.